Dataset: Experimentally validated miRNA-target interactions with 360,000+ pairs, plus equal number of negative samples. Task: Binary Classification. Given a miRNA mature sequence and a target amino acid sequence, predict their likelihood of interaction. The miRNA is hsa-miR-7161-3p with sequence UAGAUCUUUGACUCUGGCAGUCUCCAGG. The protein sequence of the target gene is MLAMDTCKHVGQLQLAQDHSSLNPQKWHCVDCNTTESIWACLSCSHVACGRYIEEHALKHFQESSHPVALEVNEMYVFCYLCDDYVLNDNTTGDLKLLRRTLSAIKSQNYHCTTRSGRFLRSMGTGDDSYFLHDGAQSLLQSEDQLYTALWHRRRILMGKIFRTWFEQSPIGRKKQEEPFQEKIVVKREVKKRRQELEYQVKAELESMPPRKSLRLQGLAQSTIIEIVSVQVPAQTPASPAKDKVLSTSENEISQKVSDSSVKRRPIVTPGVTGLRNLGNTCYMNSVLQVLSHLLIFRQC.... Result: 0 (no interaction).